Dataset: Forward reaction prediction with 1.9M reactions from USPTO patents (1976-2016). Task: Predict the product of the given reaction. (1) Given the reactants [Cl:1][C:2]1[CH:20]=[N:19][CH:18]=[C:17]([Cl:21])[C:3]=1[C:4]([NH:6][CH2:7][C:8]1[CH:13]=[CH:12][C:11]([CH2:14][CH2:15][OH:16])=[CH:10][CH:9]=1)=[O:5].CC(OI1(OC(C)=O)(OC(C)=O)OC(=O)C2C=CC=CC1=2)=O, predict the reaction product. The product is: [Cl:1][C:2]1[CH:20]=[N:19][CH:18]=[C:17]([Cl:21])[C:3]=1[C:4]([NH:6][CH2:7][C:8]1[CH:9]=[CH:10][C:11]([CH2:14][CH:15]=[O:16])=[CH:12][CH:13]=1)=[O:5]. (2) The product is: [Br:1][C:2]1[CH:31]=[N:32][CH:29]=[C:4]([CH:3]=1)[C:5]([NH:7][CH:8]([C:10]1[N:15]=[N:14][C:13]([NH:16][C:17]2[CH:18]=[C:19]([O:27][CH3:28])[C:20]([O:25][CH3:26])=[C:21]([O:23][CH3:24])[CH:22]=2)=[N:12][CH:11]=1)[CH3:9])=[O:6]. Given the reactants [Br:1][C:2]1[CH:3]=[C:4]([CH:29]=C[CH:31]=1)[C:5]([NH:7][CH:8]([C:10]1[N:15]=[N:14][C:13]([NH:16][C:17]2[CH:22]=[C:21]([O:23][CH3:24])[C:20]([O:25][CH3:26])=[C:19]([O:27][CH3:28])[CH:18]=2)=[N:12][CH:11]=1)[CH3:9])=[O:6].[NH2:32]C(C1N=NC(NC2C=C(OC)C(OC)=C(OC)C=2)=NC=1)C.BrC1C=NC=C(C=1)C(O)=O.C(N(CC)CC)C, predict the reaction product. (3) Given the reactants [NH2:1][C:2]1[CH:10]=[C:9]2[C:5]([C:6]([C:11]3[CH:16]=[CH:15][N:14]=[C:13]([CH3:17])[CH:12]=3)=[N:7][NH:8]2)=[CH:4][C:3]=1[C:18]([NH:20][CH2:21][C:22]1[CH:27]=[CH:26][CH:25]=[C:24]([Cl:28])[CH:23]=1)=[O:19].CCN(CC)CC.C1N=CN([C:41](N2C=NC=C2)=[O:42])C=1, predict the reaction product. The product is: [Cl:28][C:24]1[CH:23]=[C:22]([CH:27]=[CH:26][CH:25]=1)[CH2:21][N:20]1[C:18](=[O:19])[C:3]2[C:2](=[CH:10][C:9]3[NH:8][N:7]=[C:6]([C:11]4[CH:16]=[CH:15][N:14]=[C:13]([CH3:17])[CH:12]=4)[C:5]=3[CH:4]=2)[NH:1][C:41]1=[O:42]. (4) Given the reactants [H-].[Na+].[I-].[CH3:4][S+:5]([CH3:8])([CH3:7])=[O:6].[CH3:9]S(C)=O.[Cl:13][C:14]1[CH:30]=[CH:29][C:17](/[CH:18]=[C:19]2\[C:20](=[O:28])[NH:21][C:22]3[C:27]\2=[CH:26][CH:25]=[CH:24][CH:23]=3)=[CH:16][CH:15]=1, predict the reaction product. The product is: [CH3:7][S:5]([CH3:8])(=[O:6])=[CH2:4].[Cl:13][C:14]1[CH:15]=[CH:16][C:17]([C@@H:18]2[C@:19]3([C:27]4[C:22](=[CH:23][CH:24]=[CH:25][CH:26]=4)[NH:21][C:20]3=[O:28])[CH2:9]2)=[CH:29][CH:30]=1. (5) Given the reactants [CH2:1]([O:4][C@H:5]1[CH2:9][N:8]([C:10]([O:12][C:13]([CH3:16])([CH3:15])[CH3:14])=[O:11])[C@H:7]([C:17]([O:19][CH3:20])=[O:18])[CH2:6]1)[C:2]#[CH:3].[Br:21][C:22]1[CH:27]=[CH:26][CH:25]=[CH:24][C:23]=1I.O, predict the reaction product. The product is: [Br:21][C:22]1[CH:27]=[CH:26][CH:25]=[CH:24][C:23]=1[C:3]#[C:2][CH2:1][O:4][C@H:5]1[CH2:9][N:8]([C:10]([O:12][C:13]([CH3:14])([CH3:15])[CH3:16])=[O:11])[C@H:7]([C:17]([O:19][CH3:20])=[O:18])[CH2:6]1.